Dataset: Full USPTO retrosynthesis dataset with 1.9M reactions from patents (1976-2016). Task: Predict the reactants needed to synthesize the given product. (1) The reactants are: [Cl:1][C:2]1[CH:3]=[C:4]([CH:6]=[C:7]([Cl:9])[CH:8]=1)[NH2:5].[CH3:10]CN(C(C)C)C(C)C.C(Cl)(Cl)=S.[CH3:23][NH:24][C:25]1[CH:30]=[CH:29][CH:28]=[CH:27][C:26]=1[NH2:31].CI. Given the product [Cl:1][C:2]1[CH:3]=[C:4]([NH:5][C:23]2[N:31]([CH3:10])[C:26]3[CH:27]=[CH:28][CH:29]=[CH:30][C:25]=3[N:24]=2)[CH:6]=[C:7]([Cl:9])[CH:8]=1, predict the reactants needed to synthesize it. (2) Given the product [Br:11][CH2:12][CH2:13][CH2:14][O:15][CH2:40][CH:29]1[CH2:30][CH2:31][CH:9]([C:6]2[CH:5]=[CH:4][C:3]([O:2][CH3:1])=[CH:8][CH:7]=2)[CH2:36][CH2:33]1, predict the reactants needed to synthesize it. The reactants are: [CH3:1][O:2][CH:3]1[CH2:8][CH2:7][CH:6]([CH2:9]O)[CH2:5][CH2:4]1.[Br:11][CH2:12][CH2:13][CH2:14][O:15]S(C(F)(F)F)(=O)=O.C(C1C=[CH:31][CH:30]=[C:29]([C:33]([CH3:36])(C)C)N=1)(C)(C)C.[N+]([CH3:40])([O-])=O. (3) Given the product [Cl:1][C:2]1[N:10]=[C:9]2[C:5]([N:6]=[CH:7][N:8]2[CH:15]([CH3:17])[CH3:16])=[C:4]([Cl:11])[N:3]=1, predict the reactants needed to synthesize it. The reactants are: [Cl:1][C:2]1[N:10]=[C:9]2[C:5]([N:6]=[CH:7][NH:8]2)=[C:4]([Cl:11])[N:3]=1.[H-].[Na+].I[CH:15]([CH3:17])[CH3:16].O. (4) Given the product [N:35]1([CH2:32][C:7]2([C:1]3[CH:6]=[CH:5][CH:4]=[CH:3][CH:2]=3)[CH2:8][CH2:9][N:10]([C:20](=[O:22])[CH:19]([C:13]3[CH:14]=[CH:15][CH:16]=[CH:17][CH:18]=3)[C:23]3[CH:28]=[CH:27][CH:26]=[CH:25][CH:24]=3)[CH2:11][CH2:12]2)[CH:43]=[CH:38][N:37]=[CH:36]1, predict the reactants needed to synthesize it. The reactants are: [C:1]1([CH:7]2[CH2:12][CH2:11][NH:10][CH2:9][CH2:8]2)[CH:6]=[CH:5][CH:4]=[CH:3][CH:2]=1.[C:13]1([CH:19]([C:23]2[CH:28]=[CH:27][CH:26]=[CH:25][CH:24]=2)[C:20]([OH:22])=O)[CH:18]=[CH:17][CH:16]=[CH:15][CH:14]=1.C1CC[CH:32]([N:35]=[C:36]=[N:37][CH:38]2[CH2:43]CCCC2)CC1.C1C=CC2N(O)N=NC=2C=1. (5) Given the product [C:31]([NH:34][NH:35][C:24]([C:23]1[CH:27]=[CH:28][C:20]([O:19][C@H:16]2[CH2:17][CH2:18][N:14]([CH:11]3[CH2:10][CH2:9][N:8]([C:6]([O:5][C:1]([CH3:4])([CH3:2])[CH3:3])=[O:7])[CH2:13][CH2:12]3)[C:15]2=[O:30])=[C:21]([F:29])[CH:22]=1)=[O:26])(=[O:33])[CH3:32], predict the reactants needed to synthesize it. The reactants are: [C:1]([O:5][C:6]([N:8]1[CH2:13][CH2:12][CH:11]([N:14]2[CH2:18][CH2:17][C@H:16]([O:19][C:20]3[CH:28]=[CH:27][C:23]([C:24]([OH:26])=O)=[CH:22][C:21]=3[F:29])[C:15]2=[O:30])[CH2:10][CH2:9]1)=[O:7])([CH3:4])([CH3:3])[CH3:2].[C:31]([NH:34][NH2:35])(=[O:33])[CH3:32].C(N(C(C)C)C(C)C)C.O=C1N(P(Cl)(N2CCOC2=O)=O)CCO1. (6) Given the product [Br:1][C:2]1[CH:3]=[C:4]2[C:8](=[C:9]([F:11])[CH:10]=1)[CH:7]([NH:12][C:21]([C:18]1([NH:17][C:15](=[O:16])[C:14]([F:13])([F:24])[F:25])[CH2:19][CH2:20]1)=[O:22])[CH2:6][CH2:5]2, predict the reactants needed to synthesize it. The reactants are: [Br:1][C:2]1[CH:3]=[C:4]2[C:8](=[C:9]([F:11])[CH:10]=1)[CH:7]([NH2:12])[CH2:6][CH2:5]2.[F:13][C:14]([F:25])([F:24])[C:15]([NH:17][C:18]1([C:21](O)=[O:22])[CH2:20][CH2:19]1)=[O:16]. (7) Given the product [CH3:3][C:2]([C:4]([O:6][CH:7]1[C@@:12]2([CH3:16])[C:13]([CH3:15])([CH3:14])[C@H:9]([CH2:10][CH2:11]2)[CH2:8]1)=[O:5])=[CH2:1].[CH3:17][CH:18]([OH:26])[CH2:19][O:20][C:21]([C:23]([CH3:25])=[CH2:24])=[O:22], predict the reactants needed to synthesize it. The reactants are: [CH3:1][C:2]([C:4]([O:6][CH:7]1[C@@:12]2([CH3:16])[C:13]([CH3:15])([CH3:14])[C@H:9]([CH2:10][CH2:11]2)[CH2:8]1)=[O:5])=[CH2:3].[CH3:17][CH:18]([OH:26])[CH2:19][O:20][C:21]([C:23]([CH3:25])=[CH2:24])=[O:22].